Predict the reactants needed to synthesize the given product. From a dataset of Full USPTO retrosynthesis dataset with 1.9M reactions from patents (1976-2016). (1) Given the product [CH2:1]([O:3][C:4]([C:6]1([C:19](=[O:21])[N:33]([CH3:34])[CH3:32])[CH2:11][CH2:10][N:9]([C:12]([O:14][C:15]([CH3:18])([CH3:17])[CH3:16])=[O:13])[CH2:8][CH2:7]1)=[O:5])[CH3:2], predict the reactants needed to synthesize it. The reactants are: [CH2:1]([O:3][C:4]([C:6]1([C:19]([OH:21])=O)[CH2:11][CH2:10][N:9]([C:12]([O:14][C:15]([CH3:18])([CH3:17])[CH3:16])=[O:13])[CH2:8][CH2:7]1)=[O:5])[CH3:2].ON1C2C=CC=CC=2N=N1.[CH3:32][NH:33][CH3:34].CCN=C=NCCCN(C)C.Cl. (2) Given the product [F:1][C:2]1[CH:3]=[CH:4][C:5]([N:8]2[C:11](=[O:12])[C@H:10]([S:13][CH2:14][CH:15]([C:17]3[CH:18]=[CH:19][C:20]([F:23])=[CH:21][CH:22]=3)[OH:16])[C@H:9]2[C:24]2[CH:40]=[CH:39][C:27]([O:28][CH2:29][C:30]([NH:32][C@@H:33]([C:36]([NH:49][C@@H:48]([C:47]([OH:57])=[O:46])[CH2:50][C:51]3[CH:56]=[CH:55][CH:54]=[CH:53][CH:52]=3)=[O:37])[CH2:34][OH:35])=[O:31])=[CH:26][CH:25]=2)=[CH:6][CH:7]=1, predict the reactants needed to synthesize it. The reactants are: [F:1][C:2]1[CH:7]=[CH:6][C:5]([N:8]2[C:11](=[O:12])[C@H:10]([S:13][CH2:14][CH:15]([C:17]3[CH:22]=[CH:21][C:20]([F:23])=[CH:19][CH:18]=3)[OH:16])[C@H:9]2[C:24]2[CH:40]=[CH:39][C:27]([O:28][CH2:29][C:30]([NH:32][C@@H:33]([C:36](O)=[O:37])[CH2:34][OH:35])=[O:31])=[CH:26][CH:25]=2)=[CH:4][CH:3]=1.Cl.C([O:46][C:47](=[O:57])[C@@H:48]([CH2:50][C:51]1[CH:56]=[CH:55][CH:54]=[CH:53][CH:52]=1)[NH2:49])(C)(C)C.CN1CCOCC1.CN(C(ON1N=NC2C=CC=CC1=2)=[N+](C)C)C.[B-](F)(F)(F)F. (3) Given the product [BrH:24].[NH2:1][C:2]1[C:11]2[N:12]=[C:13]([CH2:20][CH2:21][O:22][CH3:23])[N:14]([CH2:15][C:16]([CH3:17])([OH:18])[CH3:19])[C:10]=2[C:9]2[N:8]=[CH:7][CH:6]=[CH:5][C:4]=2[N:3]=1, predict the reactants needed to synthesize it. The reactants are: [NH2:1][C:2]1[C:11]2[N:12]=[C:13]([CH2:20][CH2:21][O:22][CH3:23])[N:14]([CH2:15][C:16]([CH3:19])([OH:18])[CH3:17])[C:10]=2[C:9]2[N:8]=[CH:7][C:6]([Br:24])=[CH:5][C:4]=2[N:3]=1. (4) Given the product [NH2:7][C@H:8]([C@@H:30]1[O:34][C:33](=[O:35])[N:32]([C:36]2([C:39]3[CH:44]=[CH:43][CH:42]=[C:41]([C:45]([CH3:48])([CH3:47])[CH3:46])[CH:40]=3)[CH2:37][CH2:38]2)[CH2:31]1)[CH2:9][C:10]1[CH:15]=[CH:14][C:13]([NH:16][C:17]2[CH:22]=[C:21]([C:23]3[CH:24]=[CH:25][CH:26]=[CH:27][CH:28]=3)[CH:20]=[C:19]([CH3:29])[N:18]=2)=[CH:12][CH:11]=1, predict the reactants needed to synthesize it. The reactants are: C(OC(=O)[NH:7][C@H:8]([C@@H:30]1[O:34][C:33](=[O:35])[N:32]([C:36]2([C:39]3[CH:44]=[CH:43][CH:42]=[C:41]([C:45]([CH3:48])([CH3:47])[CH3:46])[CH:40]=3)[CH2:38][CH2:37]2)[CH2:31]1)[CH2:9][C:10]1[CH:15]=[CH:14][C:13]([NH:16][C:17]2[CH:22]=[C:21]([C:23]3[CH:28]=[CH:27][CH:26]=[CH:25][CH:24]=3)[CH:20]=[C:19]([CH3:29])[N:18]=2)=[CH:12][CH:11]=1)(C)(C)C.C(O)(C(F)(F)F)=O.